From a dataset of Forward reaction prediction with 1.9M reactions from USPTO patents (1976-2016). Predict the product of the given reaction. (1) The product is: [CH3:21][S:18]([C:15]1[CH:14]=[CH:13][C:12]([C@@H:8]([OH:7])[C@H:9]([NH2:5])[CH2:10][F:11])=[CH:17][CH:16]=1)(=[O:20])=[O:19]. Given the reactants C([N:5]1[C@H:9]([CH2:10][F:11])[C@@H:8]([C:12]2[CH:17]=[CH:16][C:15]([S:18]([CH3:21])(=[O:20])=[O:19])=[CH:14][CH:13]=2)[O:7]C1(C)C)(=O)CC.Cl.[OH-].[Na+], predict the reaction product. (2) The product is: [CH2:13]([S:11]([C:4]1[CH:3]=[C:2]([N:15]2[CH2:20][CH2:19][O:18][CH2:17][CH2:16]2)[CH:9]=[C:8]([CH3:10])[C:5]=1[C:6]#[N:7])=[O:12])[CH3:14]. Given the reactants Cl[C:2]1[CH:9]=[C:8]([CH3:10])[C:5]([C:6]#[N:7])=[C:4]([S:11]([CH2:13][CH3:14])=[O:12])[CH:3]=1.[NH:15]1[CH2:20][CH2:19][O:18][CH2:17][CH2:16]1.C(=O)([O-])[O-].[K+].[K+], predict the reaction product. (3) Given the reactants [CH3:1][C:2]1[CH:3]=[N:4][CH:5]=[C:6]([CH:10]=1)[C:7](Cl)=[O:8].[NH2:11][C:12]1[CH:13]=[CH:14][C:15]([F:20])=[C:16]([CH2:18][OH:19])[CH:17]=1, predict the reaction product. The product is: [F:20][C:15]1[CH:14]=[CH:13][C:12]([NH:11][C:7](=[O:8])[C:6]2[CH:10]=[C:2]([CH3:1])[CH:3]=[N:4][CH:5]=2)=[CH:17][C:16]=1[CH:18]=[O:19]. (4) Given the reactants [CH3:1][C:2]1[N:3]=[CH:4][N:5]([C:7]2[CH:12]=[C:11]([C:13]([F:16])([F:15])[F:14])[CH:10]=[CH:9][C:8]=2[C:17]2[CH:26]=[CH:25][CH:24]=[C:23]3[C:18]=2[CH:19]=[CH:20][N:21]=[CH:22]3)[CH:6]=1.C(O)(=O)C, predict the reaction product. The product is: [CH3:1][C:2]1[N:3]=[CH:4][N:5]([C:7]2[CH:12]=[C:11]([C:13]([F:15])([F:14])[F:16])[CH:10]=[CH:9][C:8]=2[C:17]2[CH:26]=[CH:25][CH:24]=[C:23]3[C:18]=2[CH2:19][CH2:20][NH:21][CH2:22]3)[CH:6]=1. (5) Given the reactants [CH3:1][O:2][CH2:3][O:4][CH:5]1[C:9]2[NH:10][N:11]=[C:12]([C:13](OCC)=[O:14])[C:8]=2[C@H:7]2[CH2:18][C@@H:6]12.[NH3:19], predict the reaction product. The product is: [CH3:1][O:2][CH2:3][O:4][CH:5]1[C:9]2[NH:10][N:11]=[C:12]([C:13]([NH2:19])=[O:14])[C:8]=2[C@H:7]2[CH2:18][C@@H:6]12. (6) Given the reactants [F:1][C:2]1[CH:7]=[C:6](B2OC(C)(C)C(C)(C)O2)[CH:5]=[CH:4][C:3]=1[C:17]1[N:18]=[CH:19][C:20]([NH2:23])=[N:21][CH:22]=1.Br[C:25]1[CH:30]=[CH:29][CH:28]=[CH:27][C:26]=1[NH:31][S:32]([N:35]1[CH2:39][CH2:38][CH2:37][CH2:36]1)(=[O:34])=[O:33], predict the reaction product. The product is: [NH2:23][C:20]1[N:21]=[CH:22][C:17]([C:3]2[CH:4]=[CH:5][C:6]([C:25]3[CH:30]=[CH:29][CH:28]=[CH:27][C:26]=3[NH:31][S:32]([N:35]3[CH2:39][CH2:38][CH2:37][CH2:36]3)(=[O:34])=[O:33])=[CH:7][C:2]=2[F:1])=[N:18][CH:19]=1.